Dataset: Reaction yield outcomes from USPTO patents with 853,638 reactions. Task: Predict the reaction yield, written as a fraction of the theoretical maximum amount of product (1.0 means a 100% yield; for example, 0.34 means a 34% yield). The reactants are [CH:1]1([CH2:7][NH:8][CH2:9][C:10]2[S:14][C:13](B(O)O)=[CH:12][CH:11]=2)[CH2:6][CH2:5][CH2:4][CH2:3][CH2:2]1.Br[C:19]1[CH:20]=[C:21]2[C:25](=[C:26]([C:28]([NH2:30])=[O:29])[CH:27]=1)[NH:24][CH:23]=[C:22]2[CH:31]1[CH2:36][CH2:35][N:34]([S:37]([CH2:40][CH3:41])(=[O:39])=[O:38])[CH2:33][CH2:32]1.C([O-])([O-])=O.[K+].[K+]. The catalyst is C1C=CC([P]([Pd]([P](C2C=CC=CC=2)(C2C=CC=CC=2)C2C=CC=CC=2)([P](C2C=CC=CC=2)(C2C=CC=CC=2)C2C=CC=CC=2)[P](C2C=CC=CC=2)(C2C=CC=CC=2)C2C=CC=CC=2)(C2C=CC=CC=2)C2C=CC=CC=2)=CC=1. The product is [CH:1]1([CH2:7][NH:8][CH2:9][C:10]2[S:14][C:13]([C:19]3[CH:20]=[C:21]4[C:25](=[C:26]([C:28]([NH2:30])=[O:29])[CH:27]=3)[NH:24][CH:23]=[C:22]4[CH:31]3[CH2:32][CH2:33][N:34]([S:37]([CH2:40][CH3:41])(=[O:38])=[O:39])[CH2:35][CH2:36]3)=[CH:12][CH:11]=2)[CH2:6][CH2:5][CH2:4][CH2:3][CH2:2]1. The yield is 0.0600.